Dataset: Catalyst prediction with 721,799 reactions and 888 catalyst types from USPTO. Task: Predict which catalyst facilitates the given reaction. (1) Reactant: N(C(OCC)=O)=NC(OCC)=O.[Cl:13][C:14]1[CH:15]=[CH:16][C:17]2[N:18]([CH3:35])[C:19](=[O:34])[C:20]3[CH:30]=[C:29]([CH2:31][CH2:32][OH:33])[CH:28]=[N:27][C:21]=3[N:22]([CH2:25][CH3:26])[C:23]=2[N:24]=1.O[C:37]1[C:46]2[C:41](=[CH:42][CH:43]=[CH:44][CH:45]=2)[N:40]=[CH:39][CH:38]=1.C1C=CC(P(C2C=CC=CC=2)C2C=CC=CC=2)=CC=1. Product: [Cl:13][C:14]1[CH:15]=[CH:16][C:17]2[N:18]([CH3:35])[C:19](=[O:34])[C:20]3[CH:30]=[C:29]([CH2:31][CH2:32][O:33][C:37]4[C:46]5[C:41](=[CH:42][CH:43]=[CH:44][CH:45]=5)[N:40]=[CH:39][CH:38]=4)[CH:28]=[N:27][C:21]=3[N:22]([CH2:25][CH3:26])[C:23]=2[N:24]=1. The catalyst class is: 1. (2) Reactant: [C:1]([O:5][C:6]([N:8]1[CH2:13][CH2:12][CH:11]([OH:14])[CH2:10][CH2:9]1)=[O:7])([CH3:4])([CH3:3])[CH3:2].[H-].[Na+].[CH2:17](I)[CH3:18]. Product: [C:1]([O:5][C:6]([N:8]1[CH2:13][CH2:12][CH:11]([O:14][CH2:17][CH3:18])[CH2:10][CH2:9]1)=[O:7])([CH3:4])([CH3:2])[CH3:3]. The catalyst class is: 3. (3) Reactant: [Br:1][C:2]1[CH:3]=[C:4]2[C:8](=[CH:9][C:10]=1[CH3:11])[NH:7][N:6]=[CH:5]2.C(=O)([O-])[O-].[Cs+].[Cs+].Br[CH2:19][CH2:20][CH2:21][C:22]([O:24][CH2:25][CH3:26])=[O:23]. Product: [Br:1][C:2]1[CH:3]=[C:4]2[C:8](=[CH:9][C:10]=1[CH3:11])[N:7]([CH2:19][CH2:20][CH2:21][C:22]([O:24][CH2:25][CH3:26])=[O:23])[N:6]=[CH:5]2. The catalyst class is: 3.